This data is from Forward reaction prediction with 1.9M reactions from USPTO patents (1976-2016). The task is: Predict the product of the given reaction. (1) Given the reactants [CH:1]([O:4][C:5]1[CH:13]=[CH:12][C:11]([S:14]([CH3:17])(=[O:16])=[O:15])=[CH:10][C:6]=1[C:7]([OH:9])=O)([CH3:3])[CH3:2].[Cl:18][C:19]1[CH:20]=[CH:21][C:22]2[S:26][C:25]([N:27]3[CH2:32][CH2:31][NH:30][CH2:29][CH2:28]3)=[N:24][C:23]=2[CH:33]=1, predict the reaction product. The product is: [Cl:18][C:19]1[CH:20]=[CH:21][C:22]2[S:26][C:25]([N:27]3[CH2:28][CH2:29][N:30]([C:7]([C:6]4[CH:10]=[C:11]([S:14]([CH3:17])(=[O:16])=[O:15])[CH:12]=[CH:13][C:5]=4[O:4][CH:1]([CH3:2])[CH3:3])=[O:9])[CH2:31][CH2:32]3)=[N:24][C:23]=2[CH:33]=1. (2) Given the reactants C(OC([N:8]1[C:16]2[C:11](=[CH:12][CH:13]=[CH:14][CH:15]=2)[CH:10]=[C:9]1[C:17]1[CH:18]=[C:19]2[C:24](=[C:25]([C:27]3[C:36]4[C:31](=[CH:32][CH:33]=[CH:34][CH:35]=4)[CH:30]=[CH:29][CH:28]=3)[CH:26]=1)[N:23]=[C:22]([P:37]([O:42]CC)([O:39]CC)=[O:38])[CH:21]=[CH:20]2)=O)(C)(C)C.Br[Si](C)(C)C, predict the reaction product. The product is: [NH:8]1[C:16]2[C:11](=[CH:12][CH:13]=[CH:14][CH:15]=2)[CH:10]=[C:9]1[C:17]1[CH:18]=[C:19]2[C:24](=[C:25]([C:27]3[C:36]4[C:31](=[CH:32][CH:33]=[CH:34][CH:35]=4)[CH:30]=[CH:29][CH:28]=3)[CH:26]=1)[N:23]=[C:22]([P:37](=[O:38])([OH:42])[OH:39])[CH:21]=[CH:20]2. (3) Given the reactants [OH:1][CH2:2][C:3]([C@H:5]([C@@H:7]([C@@H:9]([CH2:11][OH:12])[OH:10])[OH:8])[OH:6])=[O:4].[O:13]=[CH:14][C@@H:15]([C@H:17]([C@@H:19]([C@@H:21]([CH2:23]O)[OH:22])[OH:20])[OH:18])[OH:16], predict the reaction product. The product is: [CH2:2]([OH:1])[C@H:3]1[O:4][C@H:11]([O:12][CH2:23][C@H:21]2[O:22][C:15]([OH:16])([CH2:14][OH:13])[C@@H:17]([OH:18])[C@@H:19]2[OH:20])[C@H:9]([OH:10])[C@@H:7]([OH:8])[C@@H:5]1[OH:6]. (4) The product is: [Cl:10][C:4]1[C:3]([CH2:2][NH:11][CH2:12][CH:13]([CH:15]2[CH2:18][C:17]([F:20])([F:19])[CH2:16]2)[OH:14])=[CH:8][CH:7]=[C:6]([Cl:9])[N:5]=1. Given the reactants Br[CH2:2][C:3]1[C:4]([Cl:10])=[N:5][C:6]([Cl:9])=[CH:7][CH:8]=1.[NH2:11][CH2:12][CH:13]([CH:15]1[CH2:18][C:17]([F:20])([F:19])[CH2:16]1)[OH:14].C(=O)([O-])[O-].[Cs+].[Cs+], predict the reaction product.